From a dataset of Experimentally validated miRNA-target interactions with 360,000+ pairs, plus equal number of negative samples. Binary Classification. Given a miRNA mature sequence and a target amino acid sequence, predict their likelihood of interaction. (1) The miRNA is hsa-miR-590-3p with sequence UAAUUUUAUGUAUAAGCUAGU. The protein sequence of the target gene is MHGSCSFLMLLLPLLLLLVATTGPVGALTDEEKRLMVELHNLYRAQVSPTASDMLHMRWDEELAAFAKAYARQCVWGHNKERGRRGENLFAITDEGMDVPLAMEEWHHEREHYNLSAATCSPGQMCGHYTQVVWAKTERIGCGSHFCEKLQGVEETNIELLVCNYEPPGNVKGKRPYQEGTPCSQCPSGYHCKNSLCEPIGSPEDAQDLPYLVTEAPSFRATEASDSRKMGTPSSLATGIPAFLVTEVSGSLATKALPAVETQAPTSLATKDPPSMATEAPPCVTTEVPSILAAHSLPSL.... Result: 0 (no interaction). (2) The miRNA is hsa-miR-4447 with sequence GGUGGGGGCUGUUGUUU. The protein sequence of the target gene is MDRFVWTSGLLEINETLVIQQRGVRIYDGEEKIKFDAGTLLLSTHRLIWRDQKNHECCMAILLSQIVFIEEQAAGIGKSAKIVVHLHPAPPNKEPGPFQSSKNSYIKLSFKEHGQIEFYRRLSEEMTQRRWENMPVSQSLQTNRGPQPGRIRAVGIVGIERKLEEKRKETDKNISEAFEDLSKLMIKAKEMVELSKSIANKIKDKQGDITEDETIRFKSYLLSMGIANPVTRETYGSGTQYHMQLAKQLAGILQVPLEERGGIMSLTEVYCLVNRARGMELLSPEDLVNACKMLEALKLP.... Result: 0 (no interaction). (3) The miRNA is hsa-miR-218-5p with sequence UUGUGCUUGAUCUAACCAUGU. The protein sequence of the target gene is MEPNDSTSTAVEEPDSLEVLVKTLDSQTRTFIVGAQMNVKEFKEHIAASVSIPSEKQRLIYQGRVLQDDKKLQEYNVGGKVIHLVERAPPQTHLPSGASSGTGSASATHGGGSPPGTRGPGASVHDRNANSYVMVGTFNLPSDGSAVDVHINMEQAPIQSEPRVRLVMAQHMIRDIQTLLSRMETLPYLQCRGGPQPQHSQPPPQPPAVTPEPVALSSQTSEPVESEAPPREPMEAEEVEERAPAQNPELTPGPAPAGPTPAPETNAPNHPSPAEYVEVLQELQRLESRLQPFLQRYYEV.... Result: 1 (interaction). (4) The miRNA is ath-miR169a-5p with sequence CAGCCAAGGAUGACUUGCCGA. The protein sequence of the target gene is MRRAPAAERLLELGFPPRCGRQEPPFPLGVTRGWGRWPIQKRREGARPVPFSERSQEDGRGPAARSSGTLWRIRTRLSLCRDPEPPPPLCLLRVSLLCALRAGGRGSRWGEDGARLLLLPPARAAGNGEAEPSGGPSYAGRMLESSGCKALKEGVLEKRSDGLLQLWKKKCCILTEEGLLLIPPKQLQHQQQQQQQQQQQQQQQPGQGPAEPSQPSGPAVASLEPPVKLKELHFSNMKTVDCVERKGKYMYFTVVMAEGKEIDFRCPQDQGWNAEITLQMVQYKNRQAILAVKSTRQKQQ.... Result: 0 (no interaction). (5) The miRNA is hsa-miR-4640-3p with sequence CACCCCCUGUUUCCUGGCCCAC. The protein sequence of the target gene is MASVQASRRQWCYLCDLPKMPWAMVWDFSEAVCRGCVNFEGADRIELLIDAARQLKRSHVLPEGRSPGPPALKHPATKDLAAAAAQGPQLPPPQAQPQPSGTGGGVSGQDRYDRATSSGRLPLPSPALEYTLGSRLANGLGREEAVAEGARRALLGSMPGLMPPGLLAAAVSGLGSRGLTLAPGLSPARPLFGSDFEKEKQQRNADCLAELNEAMRGRAEEWHGRPKAVREQLLALSACAPFNVRFKKDHGLVGRVFAFDATARPPGYEFELKLFTEYPCGSGNVYAGVLAVARQMFHDA.... Result: 0 (no interaction). (6) The miRNA is hsa-miR-455-5p with sequence UAUGUGCCUUUGGACUACAUCG. The protein sequence of the target gene is MATAPSYPAGLPGSPGPGSPPPPGGLELQSPPPLLPQIPAPGSGVSFHIQIGLTREFVLLPAASELAHVKQLACSIVDQKFPECGFYGLYDKILLFKHDPTSANLLQLVRSSGDIQEGDLVEVVLSASATFEDFQIRPHALTVHSYRAPAFCDHCGEMLFGLVRQGLKCDGCGLNYHKRCAFSIPNNCSGARKRRLSSTSLASGHSVRLGTSESLPCTAEELSRSTTELLPRRPPSSSSSSSASSYTGRPIELDKMLLSKVKVPHTFLIHSYTRPTVCQACKKLLKGLFRQGLQCKDCKF.... Result: 1 (interaction).